From a dataset of Reaction yield outcomes from USPTO patents with 853,638 reactions. Predict the reaction yield, written as a fraction of the theoretical maximum amount of product (1.0 means a 100% yield; for example, 0.34 means a 34% yield). The reactants are [Cl-].[Cl-].[Cl-].[Al+3].Cl[C:6](=[O:11])[C:7]([O:9][CH3:10])=[O:8].[Cl:12][C:13]1[CH:18]=[CH:17][CH:16]=[CH:15][C:14]=1[S:19][CH3:20]. The catalyst is C(Cl)(Cl)Cl. The product is [CH3:10][O:9][C:7](=[O:8])[C:6]([C:17]1[CH:16]=[CH:15][C:14]([S:19][CH3:20])=[C:13]([Cl:12])[CH:18]=1)=[O:11]. The yield is 0.600.